Predict the reaction yield, written as a fraction of the theoretical maximum amount of product (1.0 means a 100% yield; for example, 0.34 means a 34% yield). From a dataset of Reaction yield outcomes from USPTO patents with 853,638 reactions. The product is [CH3:19][NH:18][C:16]([C:15]1[CH:14]=[C:13]([CH2:12][CH2:11][C:8]2[CH:7]=[C:6]([NH:5][C:34](=[O:35])[C:33]3[CH:32]=[CH:31][C:30]([N:27]4[CH2:26][CH2:25][N:24]([CH3:23])[CH2:29][CH2:28]4)=[CH:39][CH:38]=3)[NH:10][N:9]=2)[CH:22]=[CH:21][CH:20]=1)=[O:17]. The catalyst is C1(C)C=CC=CC=1.CO. The yield is 0.326. The reactants are C[Al](C)C.[NH2:5][C:6]1[NH:10][N:9]=[C:8]([CH2:11][CH2:12][C:13]2[CH:14]=[C:15]([CH:20]=[CH:21][CH:22]=2)[C:16]([NH:18][CH3:19])=[O:17])[CH:7]=1.[CH3:23][N:24]1[CH2:29][CH2:28][N:27]([C:30]2[CH:39]=[CH:38][C:33]([C:34](OC)=[O:35])=[CH:32][CH:31]=2)[CH2:26][CH2:25]1.Cl.